From a dataset of Retrosynthesis with 50K atom-mapped reactions and 10 reaction types from USPTO. Predict the reactants needed to synthesize the given product. (1) The reactants are: CCN(CC)CCCNc1nc(NC2CCNCC2)c2ccccc2n1.Cn1ccc2cccc(C=O)c21. Given the product CCN(CC)CCCNc1nc(NC2CCN(Cc3cccc4ccn(C)c34)CC2)c2ccccc2n1, predict the reactants needed to synthesize it. (2) Given the product COC1(c2cccc(OCc3ccc(-n4ccnc4)cc3)c2)CCOCC1, predict the reactants needed to synthesize it. The reactants are: COC1(c2cccc(O)c2)CCOCC1.OCc1ccc(-n2ccnc2)cc1. (3) Given the product CC(=O)Nc1ccccc1-c1ccc2c(c1)Oc1ccccc1N2C1CCN(C(=O)OC(C)(C)C)CC1, predict the reactants needed to synthesize it. The reactants are: CC(=O)Nc1ccccc1B1OC(C)(C)C(C)(C)O1.CC(C)(C)OC(=O)N1CCC(N2c3ccccc3Oc3cc(Cl)ccc32)CC1. (4) Given the product Cc1c(N)cccc1OCc1ccccc1, predict the reactants needed to synthesize it. The reactants are: Cc1c(OCc2ccccc2)cccc1[N+](=O)[O-]. (5) Given the product Cc1ccc(S(=O)(=O)NC(=O)CC2Cc3ccc(OCCCNC(=N)N)cc3NC2=O)cc1, predict the reactants needed to synthesize it. The reactants are: Cc1ccc(S(N)(=O)=O)cc1.N=C(N)NCCCOc1ccc2c(c1)NC(=O)C(CC(=O)O)C2. (6) Given the product COC(=O)[C@](C)(NC(=O)c1cc2ccccc2cc1NC(=O)Nc1c(Cl)cc(OC(F)(F)F)cc1Cl)C1CCCCC1, predict the reactants needed to synthesize it. The reactants are: COC(=O)[C@](C)(NC(=O)c1cc2ccccc2cc1N)C1CCCCC1.O=C=Nc1c(Cl)cc(OC(F)(F)F)cc1Cl. (7) Given the product CCCn1c(COCC)nc2c(N)nc3ccc(OC4CCN(C(=O)NC(C)C)CC4)cc3c21, predict the reactants needed to synthesize it. The reactants are: CC(C)N=C=O.CCCn1c(COCC)nc2c(N)nc3ccc(OC4CCNCC4)cc3c21. (8) Given the product CCCCCCCCCCCCCCCCCC[N+](C)(C)Cc1ccc2ccccc2c1, predict the reactants needed to synthesize it. The reactants are: CCCCCCCCCCCCCCCCCCN(C)C.ClCc1ccc2ccccc2c1. (9) Given the product Cc1nc2[nH]c(-c3ccc4[nH]ncc4c3)cc(=O)n2n1, predict the reactants needed to synthesize it. The reactants are: CC(=O)n1ncc2cc(-c3cc(=O)n4nc(C)nc4[nH]3)ccc21. (10) Given the product C=CCCC(O)[C@@H]1CCO[C@H](O[C@H](C)c2cc(C(F)(F)F)cc(C(F)(F)F)c2)[C@H]1c1ccccc1, predict the reactants needed to synthesize it. The reactants are: C=CCC[Mg+].C[C@@H](O[C@H]1OCC[C@@H](C=O)[C@@H]1c1ccccc1)c1cc(C(F)(F)F)cc(C(F)(F)F)c1.